From a dataset of Full USPTO retrosynthesis dataset with 1.9M reactions from patents (1976-2016). Predict the reactants needed to synthesize the given product. (1) Given the product [Br:23][C:2]1[N:1]([C:38]([O:37][C:34]([CH3:36])([CH3:35])[CH3:33])=[O:40])[C:9]2[C:4]([C:3]=1[CH2:10][C:11]([O:13][CH2:14][CH3:15])=[O:12])=[CH:5][CH:6]=[CH:7][CH:8]=2, predict the reactants needed to synthesize it. The reactants are: [NH:1]1[C:9]2[C:4](=[CH:5][CH:6]=[CH:7][CH:8]=2)[C:3]([CH2:10][C:11]([O:13][CH2:14][CH3:15])=[O:12])=[CH:2]1.C1C(=O)N([Br:23])C(=O)C1.CCN(C(C)C)C(C)C.[CH3:33][C:34]([O:37][C:38]([O:40]C(OC(C)(C)C)=O)=O)([CH3:36])[CH3:35]. (2) Given the product [CH:9]1([O:8][C:6]2[C:5]3[C:15]([CH3:18])=[N:16][NH:17][C:4]=3[CH:3]=[C:2]([CH:19]3[CH2:21][CH2:20]3)[N:7]=2)[CH2:14][CH2:13][CH2:12][CH2:11][CH2:10]1, predict the reactants needed to synthesize it. The reactants are: Cl[C:2]1[N:7]=[C:6]([O:8][CH:9]2[CH2:14][CH2:13][CH2:12][CH2:11][CH2:10]2)[C:5]2[C:15]([CH3:18])=[N:16][NH:17][C:4]=2[CH:3]=1.[CH:19]1(B(O)O)[CH2:21][CH2:20]1. (3) Given the product [ClH:1].[Cl:1][C:2]1[CH:3]=[CH:4][C:5]([C:8]2[O:16][C:15]3[CH:14]=[CH:13][N:12]([C:17]4[CH:18]=[C:19]5[C:23](=[CH:24][CH:25]=4)[N:22]([CH2:26][CH2:27][N:28]4[CH2:32][CH2:31][C@@H:30]([OH:33])[CH2:29]4)[N:21]=[CH:20]5)[C:11](=[O:34])[C:10]=3[CH:9]=2)=[CH:6][CH:7]=1, predict the reactants needed to synthesize it. The reactants are: [Cl:1][C:2]1[CH:7]=[CH:6][C:5]([C:8]2[O:16][C:15]3[CH:14]=[CH:13][N:12]([C:17]4[CH:18]=[C:19]5[C:23](=[CH:24][CH:25]=4)[N:22]([CH2:26][CH2:27][N:28]4[CH2:32][CH2:31][C@@H:30]([OH:33])[CH2:29]4)[N:21]=[CH:20]5)[C:11](=[O:34])[C:10]=3[CH:9]=2)=[CH:4][CH:3]=1.O1C2C(C(=O)N=CC=2)=CC1. (4) Given the product [Cl:1][C:2]1[CH:7]=[CH:6][C:5]([C:8]2[C:12]([CH2:13][OH:14])=[CH:11][O:10][N:9]=2)=[CH:4][C:3]=1[F:18], predict the reactants needed to synthesize it. The reactants are: [Cl:1][C:2]1[CH:7]=[CH:6][C:5]([C:8]2[C:12]([C:13](OCC)=[O:14])=[CH:11][O:10][N:9]=2)=[CH:4][C:3]=1[F:18].[H-].C([Al+]CC(C)C)C(C)C.Cl. (5) Given the product [CH2:32]([O:24][C:23](=[O:25])[C:22]1[CH:26]=[CH:27][C:19]([NH:18][C:16](=[O:17])[C:15]2[CH:28]=[CH:29][CH:30]=[C:13]([NH:12][S:9]([C:4]3[CH:5]=[CH:6][C:7]([Cl:8])=[C:2]([Cl:1])[CH:3]=3)(=[O:10])=[O:11])[CH:14]=2)=[CH:20][CH:21]=1)[CH3:37], predict the reactants needed to synthesize it. The reactants are: [Cl:1][C:2]1[CH:3]=[C:4]([S:9]([NH:12][C:13]2[CH:14]=[C:15]([CH:28]=[CH:29][CH:30]=2)[C:16]([NH:18][C:19]2[CH:27]=[CH:26][C:22]([C:23]([OH:25])=[O:24])=[CH:21][CH:20]=2)=[O:17])(=[O:11])=[O:10])[CH:5]=[CH:6][C:7]=1[Cl:8].Cl[C:32]1C=C(S(Cl)(=O)=O)C=C[C:37]=1Cl. (6) Given the product [N:7]1[CH:8]=[CH:9][CH:10]=[CH:11][C:6]=1[CH:3]([OH:5])[CH3:4], predict the reactants needed to synthesize it. The reactants are: [BH4-].[Na+].[C:3]([C:6]1[CH:11]=[CH:10][CH:9]=[CH:8][N:7]=1)(=[O:5])[CH3:4]. (7) Given the product [F:18][C:17]1[CH:16]=[CH:15][CH:14]=[C:13]([F:19])[C:12]=1[CH2:11][N:7]1[C:8]2[C:4](=[CH:3][C:2]([NH:1][C:40](=[O:41])[CH2:39][C:38]([CH3:44])([CH3:43])[CH3:37])=[CH:10][CH:9]=2)[CH:5]=[C:6]1[C:20]([NH:22][C:23]1[CH:28]=[CH:27][CH:26]=[C:25]([CH3:29])[CH:24]=1)=[O:21], predict the reactants needed to synthesize it. The reactants are: [NH2:1][C:2]1[CH:3]=[C:4]2[C:8](=[CH:9][CH:10]=1)[N:7]([CH2:11][C:12]1[C:17]([F:18])=[CH:16][CH:15]=[CH:14][C:13]=1[F:19])[C:6]([C:20]([NH:22][C:23]1[CH:28]=[CH:27][CH:26]=[C:25]([CH3:29])[CH:24]=1)=[O:21])=[CH:5]2.C(N(CC)CC)C.[CH3:37][C:38]([CH3:44])([CH3:43])[CH2:39][C:40](Cl)=[O:41]. (8) Given the product [CH:22]1([C:20]2[N:21]=[CH:29][N:1]=[C:2]3[C:3]=2[N:4]=[CH:5][N:6]3[C:7]2[CH:8]=[C:9]([CH:16]=[CH:17][C:18]=2[CH3:19])[C:10]([NH:12][CH:13]2[CH2:14][CH2:15]2)=[O:11])[CH2:26][CH2:25][CH2:24][CH2:23]1, predict the reactants needed to synthesize it. The reactants are: [NH2:1][C:2]1[N:6]([C:7]2[CH:8]=[C:9]([CH:16]=[CH:17][C:18]=2[CH3:19])[C:10]([NH:12][CH:13]2[CH2:15][CH2:14]2)=[O:11])[CH:5]=[N:4][C:3]=1[C:20]#[N:21].[CH:22]1([Mg]Br)[CH2:26][CH2:25][CH2:24][CH2:23]1.[CH2:29]1COCC1.